This data is from Catalyst prediction with 721,799 reactions and 888 catalyst types from USPTO. The task is: Predict which catalyst facilitates the given reaction. (1) Reactant: [H-].[Al+3].[Li+].[H-].[H-].[H-].C([O:10][C:11]1[C:12]([C:34]([CH3:37])([CH3:36])[CH3:35])=[CH:13][C:14]2[O:18][C:17]([CH2:24][CH2:25][CH2:26][CH2:27][CH3:28])([CH2:19][CH2:20][CH2:21][CH2:22][CH3:23])[CH2:16][C:15]=2[C:29]=1[C:30]([CH3:33])([CH3:32])[CH3:31])(=O)C.[Cl-].[NH4+].Cl. Product: [C:30]([C:29]1[C:15]2[CH2:16][C:17]([CH2:19][CH2:20][CH2:21][CH2:22][CH3:23])([CH2:24][CH2:25][CH2:26][CH2:27][CH3:28])[O:18][C:14]=2[CH:13]=[C:12]([C:34]([CH3:35])([CH3:37])[CH3:36])[C:11]=1[OH:10])([CH3:31])([CH3:33])[CH3:32]. The catalyst class is: 282. (2) Reactant: [CH:1]1([CH2:4][CH2:5][N:6]2[C:11](=[O:12])[C:10]([C:13]([NH:15][CH2:16][C:17]([O:19]CC)=[O:18])=[O:14])=[C:9]([OH:22])[C:8]([C:23]([O:25]C)=O)=[C:7]2[OH:27])[CH2:3][CH2:2]1.[NH2:28][C:29]1[CH:30]=[N:31][CH:32]=[CH:33][CH:34]=1. Product: [CH:1]1([CH2:4][CH2:5][N:6]2[C:7]([OH:27])=[C:8]([C:23]([NH:28][C:29]3[CH:30]=[N:31][CH:32]=[CH:33][CH:34]=3)=[O:25])[C:9]([OH:22])=[C:10]([C:13]([NH:15][CH2:16][C:17]([OH:19])=[O:18])=[O:14])[C:11]2=[O:12])[CH2:2][CH2:3]1. The catalyst class is: 22. (3) Reactant: [C:1]([N:4]1[C:13]2[C:8](=[CH:9][C:10]([C:14](O)=[O:15])=[CH:11][CH:12]=2)[C@H:7]([NH:17][C:18]2[N:23]=[C:22]([CH3:24])[CH:21]=[CH:20][N:19]=2)[C@@H:6]([CH3:25])[C@@H:5]1[CH2:26][CH3:27])(=[O:3])[CH3:2].CN(C(ON1N=NC2C=CC=NC1=2)=[N+](C)C)C.F[P-](F)(F)(F)(F)F.[NH2:52][CH:53]1[CH2:58][CH2:57][S:56](=[O:60])(=[O:59])[CH2:55][CH2:54]1.CCN(C(C)C)C(C)C. Product: [C:1]([N:4]1[C:13]2[C:8](=[CH:9][C:10]([C:14]([NH:52][CH:53]3[CH2:58][CH2:57][S:56](=[O:60])(=[O:59])[CH2:55][CH2:54]3)=[O:15])=[CH:11][CH:12]=2)[C@H:7]([NH:17][C:18]2[N:23]=[C:22]([CH3:24])[CH:21]=[CH:20][N:19]=2)[C@@H:6]([CH3:25])[C@@H:5]1[CH2:26][CH3:27])(=[O:3])[CH3:2]. The catalyst class is: 405. (4) Reactant: C([O:3][C:4](=[O:21])[CH2:5][CH:6]1[CH2:11][CH2:10][N:9]([C:12]2[CH:17]=[CH:16][C:15]([C:18](=[O:20])[CH3:19])=[CH:14][CH:13]=2)[CH2:8][CH2:7]1)C.[OH-].[Li+]. Product: [C:18]([C:15]1[CH:16]=[CH:17][C:12]([N:9]2[CH2:10][CH2:11][CH:6]([CH2:5][C:4]([OH:21])=[O:3])[CH2:7][CH2:8]2)=[CH:13][CH:14]=1)(=[O:20])[CH3:19]. The catalyst class is: 20. (5) Reactant: [H-].[Na+].[C:3]([OH:7])([CH3:6])([CH3:5])[CH3:4].Cl[C:9]1[N:14]=[CH:13][C:12]([C:15]([C:17]2[CH:22]=[CH:21][CH:20]=[CH:19][CH:18]=2)=[O:16])=[CH:11][CH:10]=1.O. Product: [C:3]([O:7][C:9]1[N:14]=[CH:13][C:12]([C:15]([C:17]2[CH:18]=[CH:19][CH:20]=[CH:21][CH:22]=2)=[O:16])=[CH:11][CH:10]=1)([CH3:6])([CH3:5])[CH3:4]. The catalyst class is: 56. (6) Reactant: C(O)(C(F)(F)F)=O.O[C:9]([C:12]1[CH:13]=[CH:14][C:15]2[C:19]([CH3:21])([CH3:20])[O:18][B:17]([OH:22])[C:16]=2[CH:23]=1)([CH3:11])[CH3:10].[N-:24]=[N+:25]=[N-:26].[Na+]. Product: [N:24]([C:9]([C:12]1[CH:13]=[CH:14][C:15]2[C:19]([CH3:21])([CH3:20])[O:18][B:17]([OH:22])[C:16]=2[CH:23]=1)([CH3:11])[CH3:10])=[N+:25]=[N-:26]. The catalyst class is: 22. (7) Reactant: P([O-])([O-])([O-])=O.[Na].[Cl:7][C:8]1[CH:9]=[C:10]([C:19]2[N:20]=[C:21]([NH:24][C:25](=[O:41])[CH2:26][C:27]3[C:35]4[C:34](=[O:36])[N:33]([CH3:37])[C:32](=[O:38])[N:31]([CH3:39])[C:30]=4[O:29][C:28]=3[CH3:40])[S:22][CH:23]=2)[CH:11]=[CH:12][C:13]=1[O:14][C:15]([F:18])([F:17])[F:16].[P:42]([O:54][CH2:55]Cl)([O:49][C:50]([CH3:53])([CH3:52])[CH3:51])([O:44][C:45]([CH3:48])([CH3:47])[CH3:46])=[O:43].[I-].[Na+]. Product: [P:42]([O:54][CH2:55][N:20]1[C:19]([C:10]2[CH:11]=[CH:12][C:13]([O:14][C:15]([F:18])([F:16])[F:17])=[C:8]([Cl:7])[CH:9]=2)=[CH:23][S:22][C:21]1=[N:24][C:25](=[O:41])[CH2:26][C:27]1[C:35]2[C:34](=[O:36])[N:33]([CH3:37])[C:32](=[O:38])[N:31]([CH3:39])[C:30]=2[O:29][C:28]=1[CH3:40])([O:44][C:45]([CH3:48])([CH3:47])[CH3:46])([O:49][C:50]([CH3:51])([CH3:52])[CH3:53])=[O:43]. The catalyst class is: 21. (8) Reactant: F[C:2]1[CH:7]=[C:6]([C:8]([F:11])([F:10])[F:9])[CH:5]=[C:4]([N+:12]([O-:14])=[O:13])[CH:3]=1.C([O-])([O-])=O.[K+].[K+].[CH3:21][C:22]1[CH:26]=[CH:25][NH:24][N:23]=1. Product: [CH3:21][C:22]1[CH:26]=[CH:25][N:24]([C:2]2[CH:7]=[C:6]([C:8]([F:11])([F:10])[F:9])[CH:5]=[C:4]([N+:12]([O-:14])=[O:13])[CH:3]=2)[N:23]=1. The catalyst class is: 85. (9) Reactant: [CH3:1][O:2][C:3](=[O:14])[CH2:4][O:5][C:6]1[CH:11]=[CH:10][C:9]([OH:12])=[CH:8][C:7]=1[CH3:13].Cl[CH2:16][C:17]#[N:18].C(=O)([O-])[O-].[Cs+].[Cs+]. Product: [CH3:1][O:2][C:3](=[O:14])[CH2:4][O:5][C:6]1[CH:11]=[CH:10][C:9]([O:12][CH2:16][C:17]#[N:18])=[CH:8][C:7]=1[CH3:13]. The catalyst class is: 10.